Dataset: NCI-60 drug combinations with 297,098 pairs across 59 cell lines. Task: Regression. Given two drug SMILES strings and cell line genomic features, predict the synergy score measuring deviation from expected non-interaction effect. (1) Drug 1: CC1=CC2C(CCC3(C2CCC3(C(=O)C)OC(=O)C)C)C4(C1=CC(=O)CC4)C. Drug 2: COCCOC1=C(C=C2C(=C1)C(=NC=N2)NC3=CC=CC(=C3)C#C)OCCOC.Cl. Cell line: HCC-2998. Synergy scores: CSS=2.22, Synergy_ZIP=5.18, Synergy_Bliss=5.62, Synergy_Loewe=2.19, Synergy_HSA=1.35. (2) Drug 1: CC12CCC(CC1=CCC3C2CCC4(C3CC=C4C5=CN=CC=C5)C)O. Drug 2: C1CNP(=O)(OC1)N(CCCl)CCCl. Cell line: T-47D. Synergy scores: CSS=2.00, Synergy_ZIP=-2.39, Synergy_Bliss=-2.56, Synergy_Loewe=-5.84, Synergy_HSA=-2.70. (3) Drug 1: C1=CC(=CC=C1CCC2=CNC3=C2C(=O)NC(=N3)N)C(=O)NC(CCC(=O)O)C(=O)O. Drug 2: COC1=NC(=NC2=C1N=CN2C3C(C(C(O3)CO)O)O)N. Cell line: BT-549. Synergy scores: CSS=12.6, Synergy_ZIP=-0.812, Synergy_Bliss=4.36, Synergy_Loewe=-8.02, Synergy_HSA=2.03. (4) Drug 1: CC(C)(C#N)C1=CC(=CC(=C1)CN2C=NC=N2)C(C)(C)C#N. Drug 2: CCN(CC)CCCC(C)NC1=C2C=C(C=CC2=NC3=C1C=CC(=C3)Cl)OC. Cell line: OVCAR-8. Synergy scores: CSS=34.3, Synergy_ZIP=1.54, Synergy_Bliss=3.04, Synergy_Loewe=-1.76, Synergy_HSA=-1.77. (5) Drug 1: CC1=C2C(C(=O)C3(C(CC4C(C3C(C(C2(C)C)(CC1OC(=O)C(C(C5=CC=CC=C5)NC(=O)OC(C)(C)C)O)O)OC(=O)C6=CC=CC=C6)(CO4)OC(=O)C)O)C)O. Drug 2: CC1C(C(CC(O1)OC2CC(CC3=C2C(=C4C(=C3O)C(=O)C5=CC=CC=C5C4=O)O)(C(=O)C)O)N)O. Cell line: U251. Synergy scores: CSS=43.0, Synergy_ZIP=-4.09, Synergy_Bliss=-4.69, Synergy_Loewe=0.565, Synergy_HSA=1.47. (6) Drug 1: CNC(=O)C1=CC=CC=C1SC2=CC3=C(C=C2)C(=NN3)C=CC4=CC=CC=N4. Drug 2: CC1=C(C=C(C=C1)NC2=NC=CC(=N2)N(C)C3=CC4=NN(C(=C4C=C3)C)C)S(=O)(=O)N.Cl. Cell line: OVCAR-8. Synergy scores: CSS=13.9, Synergy_ZIP=8.11, Synergy_Bliss=12.3, Synergy_Loewe=11.0, Synergy_HSA=11.1. (7) Drug 1: CC(C)(C#N)C1=CC(=CC(=C1)CN2C=NC=N2)C(C)(C)C#N. Drug 2: C#CCC(CC1=CN=C2C(=N1)C(=NC(=N2)N)N)C3=CC=C(C=C3)C(=O)NC(CCC(=O)O)C(=O)O. Cell line: SNB-75. Synergy scores: CSS=-0.366, Synergy_ZIP=5.36, Synergy_Bliss=-1.31, Synergy_Loewe=-4.46, Synergy_HSA=-3.87.